This data is from Full USPTO retrosynthesis dataset with 1.9M reactions from patents (1976-2016). The task is: Predict the reactants needed to synthesize the given product. (1) Given the product [F:41][C:18]1[CH:17]=[C:16]([C:9]2[CH:13]=[N:12][NH:11][CH:10]=2)[CH:21]=[C:20]([O:22][CH3:23])[C:19]=1[C:24]1[S:28][C:27]([N:29]([CH3:40])[CH:30]2[CH2:35][C:34]([CH3:36])([CH3:37])[NH:33][C:32]([CH3:39])([CH3:38])[CH2:31]2)=[N:26][N:25]=1, predict the reactants needed to synthesize it. The reactants are: CC1(C)C(C)(C)OB([C:9]2[CH:10]=[N:11][NH:12][CH:13]=2)O1.Br[C:16]1[CH:21]=[C:20]([O:22][CH3:23])[C:19]([C:24]2[S:28][C:27]([N:29]([CH3:40])[CH:30]3[CH2:35][C:34]([CH3:37])([CH3:36])[NH:33][C:32]([CH3:39])([CH3:38])[CH2:31]3)=[N:26][N:25]=2)=[C:18]([F:41])[CH:17]=1.C([O-])(O)=O.[Na+]. (2) Given the product [C:1]([O:5][C:6]([N:8]1[C:16]2[C:11](=[C:12]([N:17]3[CH2:18][CH2:19][N:20]([C:23]([O:25][C:26]([CH3:29])([CH3:28])[CH3:27])=[O:24])[CH2:21][CH2:22]3)[CH:13]=[CH:14][CH:15]=2)[CH:10]=[C:9]1[S:42]([C:37]1[CH:38]=[CH:39][CH:40]=[CH:41][C:36]=1[F:35])(=[O:44])=[O:43])=[O:7])([CH3:4])([CH3:3])[CH3:2], predict the reactants needed to synthesize it. The reactants are: [C:1]([O:5][C:6]([N:8]1[C:16]2[C:11](=[C:12]([N:17]3[CH2:22][CH2:21][N:20]([C:23]([O:25][C:26]([CH3:29])([CH3:28])[CH3:27])=[O:24])[CH2:19][CH2:18]3)[CH:13]=[CH:14][CH:15]=2)[CH:10]=[CH:9]1)=[O:7])([CH3:4])([CH3:3])[CH3:2].[Li]C(C)(C)C.[F:35][C:36]1[CH:41]=[CH:40][CH:39]=[CH:38][C:37]=1[S:42](F)(=[O:44])=[O:43]. (3) The reactants are: C(OC([NH:8][C:9](=[NH:40])[C:10]1[S:14][C:13]([S:15][CH3:16])=[C:12]([S:17]([C:20]2[CH:21]=[C:22]([C:26]3[C:31]([CH3:32])=[CH:30][CH:29]=[CH:28][C:27]=3[CH2:33][O:34][CH2:35][CH2:36]C(O)=O)[CH:23]=[CH:24][CH:25]=2)(=[O:19])=[O:18])[CH:11]=1)=O)(C)(C)C.[C:41]([OH:47])(C(F)(F)F)=[O:42].C(Cl)Cl. Given the product [C:9]([C:10]1[S:14][C:13]([S:15][CH3:16])=[C:12]([S:17]([C:20]2[CH:21]=[C:22]([C:26]3[C:31]([CH3:32])=[CH:30][CH:29]=[CH:28][C:27]=3[CH2:33][O:34][CH:35]([CH3:36])[C:41]([OH:47])=[O:42])[CH:23]=[CH:24][CH:25]=2)(=[O:18])=[O:19])[CH:11]=1)(=[NH:40])[NH2:8], predict the reactants needed to synthesize it. (4) Given the product [NH2:9][C:5]1[CH:6]=[C:7]([F:8])[C:2]([F:1])=[C:3]([C@:12]2([CH3:24])[C@H:18]3[C@:16]([S:19]([CH3:22])(=[O:20])=[O:21])([CH2:17]3)[S:15][C:14]([NH2:23])=[N:13]2)[CH:4]=1, predict the reactants needed to synthesize it. The reactants are: [F:1][C:2]1[C:7]([F:8])=[CH:6][C:5]([N+:9]([O-])=O)=[CH:4][C:3]=1[C@:12]1([CH3:24])[C@H:18]2[C@:16]([S:19]([CH3:22])(=[O:21])=[O:20])([CH2:17]2)[S:15][C:14]([NH2:23])=[N:13]1.NC1C=C(F)C(F)=C([C@]2(C)[C@H]3[C@H](C3)SC(N)=N2)C=1.